From a dataset of Full USPTO retrosynthesis dataset with 1.9M reactions from patents (1976-2016). Predict the reactants needed to synthesize the given product. (1) Given the product [CH3:30][C:28]1[S:27][C:25]2=[N:26][C:21]([C:14]3[CH:15]=[CH:16][CH:17]=[CH:18][N:19]=3)=[C:22]([C@@H:31]([N:33]3[C:34](=[O:43])[C:35]4[C:40](=[CH:39][CH:38]=[CH:37][CH:36]=4)[C:41]3=[O:42])[CH3:32])[CH:23]=[C:24]2[CH:29]=1, predict the reactants needed to synthesize it. The reactants are: CCCC[Sn]([C:14]1[N:19]=[CH:18][CH:17]=[CH:16][CH:15]=1)(CCCC)CCCC.Cl[C:21]1[N:26]=[C:25]2[S:27][C:28]([CH3:30])=[CH:29][C:24]2=[CH:23][C:22]=1[C@@H:31]([N:33]1[C:41](=[O:42])[C:40]2[C:35](=[CH:36][CH:37]=[CH:38][CH:39]=2)[C:34]1=[O:43])[CH3:32]. (2) Given the product [CH3:41][C:40]([S:38]([NH:37][C@H:34]([C:20]1[C:21]([F:33])=[C:22]([C:17]([Cl:16])=[CH:18][CH:19]=1)[O:23][C:24]1[CH:25]=[C:26]([CH:30]=[CH:31][CH:32]=1)[C:27]([N:14]([CH2:13][C:11]1[CH:10]=[N:9][N:8]([CH2:1][C:2]2[CH:7]=[CH:6][CH:5]=[CH:4][CH:3]=2)[CH:12]=1)[CH3:15])=[O:28])[CH2:35][CH3:36])=[O:39])([CH3:42])[CH3:43], predict the reactants needed to synthesize it. The reactants are: [CH2:1]([N:8]1[CH:12]=[C:11]([CH2:13][NH:14][CH3:15])[CH:10]=[N:9]1)[C:2]1[CH:7]=[CH:6][CH:5]=[CH:4][CH:3]=1.[Cl:16][C:17]1[C:22]([O:23][C:24]2[CH:25]=[C:26]([CH:30]=[CH:31][CH:32]=2)[C:27](O)=[O:28])=[C:21]([F:33])[C:20]([C@@H:34]([NH:37][S@:38]([C:40]([CH3:43])([CH3:42])[CH3:41])=[O:39])[CH2:35][CH3:36])=[CH:19][CH:18]=1. (3) Given the product [CH3:1][C:2]1[C:3]([N:8]([CH:13]2[C:22]3[N:21]=[CH:20][CH:19]=[CH:18][C:17]=3[CH2:16][CH2:15][CH2:14]2)[CH2:9][CH2:10][CH2:11][NH:12][C:30]([NH2:31])=[NH:29])=[N:4][CH:5]=[CH:6][CH:7]=1, predict the reactants needed to synthesize it. The reactants are: [CH3:1][C:2]1[C:3]([N:8]([CH:13]2[C:22]3[N:21]=[CH:20][CH:19]=[CH:18][C:17]=3[CH2:16][CH2:15][CH2:14]2)[CH2:9][CH2:10][CH2:11][NH2:12])=[N:4][CH:5]=[CH:6][CH:7]=1.C(OC(=O)[NH:29][C:30](=NC(OC(C)(C)C)=O)[N:31]1C=CC=N1)(C)(C)C.C(OC(=O)NC(CCCN(CC1C(C)=CC=CN=1)C1C2N=CC=CC=2CCC1)=NC(OC(C)(C)C)=O)(C)(C)C. (4) Given the product [N+:8]([C:5]1[CH:6]=[CH:7][C:2]([C:12]2[CH:17]=[CH:16][CH:15]=[C:14]([CH3:18])[CH:13]=2)=[CH:3][CH:4]=1)([O-:10])=[O:9], predict the reactants needed to synthesize it. The reactants are: Br[C:2]1[CH:7]=[CH:6][C:5]([N+:8]([O-:10])=[O:9])=[CH:4][CH:3]=1.Br[C:12]1[CH:17]=[CH:16][CH:15]=[C:14]([CH3:18])[CH:13]=1.